Dataset: Choline transporter screen with 302,306 compounds. Task: Binary Classification. Given a drug SMILES string, predict its activity (active/inactive) in a high-throughput screening assay against a specified biological target. (1) The molecule is Fc1cc(NC(=O)c2cc(N(C)C)ccc2)c(cc1)C. The result is 0 (inactive). (2) The compound is S(=O)(=O)(Cc1noc(c1C(=O)NCc1ccccc1)C(=O)NCc1ccccc1)c1ncccc1. The result is 0 (inactive). (3) The molecule is [nH]1c(cc2c1cccc2)c1ccccc1. The result is 0 (inactive). (4) The molecule is S1\C(=C2\c3c4N(C(C=C(c4cc(OC(=O)C)c3)C)(C)C)C2=O)C(=O)NC1=S. The result is 1 (active). (5) The drug is S(=O)(=O)(Nc1ccc(C(=O)N2CCCC2)cc1)c1c(c(NS(=O)(=O)C)c(cc1)C)C. The result is 0 (inactive). (6) The drug is Clc1cc(C2NC(=O)NC(=C2C(OCC)=O)C)ccc1OC. The result is 0 (inactive). (7) The result is 0 (inactive). The molecule is Clc1c(Cn2nnc3c2nc(nc3Nc2c(OC)cc(OC)cc2)C)cccc1.